This data is from Reaction yield outcomes from USPTO patents with 853,638 reactions. The task is: Predict the reaction yield, written as a fraction of the theoretical maximum amount of product (1.0 means a 100% yield; for example, 0.34 means a 34% yield). The reactants are Br[C:2]1[CH:7]=[C:6]([N+:8]([O-:10])=[O:9])[CH:5]=[CH:4][C:3]=1[C:11]([CH3:14])([CH3:13])[CH3:12].[CH3:15][N:16](C=O)C. The yield is 0.800. The catalyst is O.[C-]#N.[C-]#N.[Zn+2].C1C=CC([P]([Pd]([P](C2C=CC=CC=2)(C2C=CC=CC=2)C2C=CC=CC=2)([P](C2C=CC=CC=2)(C2C=CC=CC=2)C2C=CC=CC=2)[P](C2C=CC=CC=2)(C2C=CC=CC=2)C2C=CC=CC=2)(C2C=CC=CC=2)C2C=CC=CC=2)=CC=1. The product is [C:11]([C:3]1[CH:4]=[CH:5][C:6]([N+:8]([O-:10])=[O:9])=[CH:7][C:2]=1[C:15]#[N:16])([CH3:14])([CH3:13])[CH3:12].